From a dataset of Full USPTO retrosynthesis dataset with 1.9M reactions from patents (1976-2016). Predict the reactants needed to synthesize the given product. (1) Given the product [Br:11][C:12]1[CH:13]=[CH:14][C:15]([C:18]2[O:22][C:21]([Cl:25])=[N:20][C:19]=2[CH2:23][CH3:24])=[N:16][CH:17]=1, predict the reactants needed to synthesize it. The reactants are: [Li+].C[Si]([N-][Si](C)(C)C)(C)C.[Br:11][C:12]1[CH:13]=[CH:14][C:15]([C:18]2[O:22][CH:21]=[N:20][C:19]=2[CH2:23][CH3:24])=[N:16][CH:17]=1.[Cl:25]C(Cl)(Cl)C(Cl)(Cl)Cl. (2) Given the product [CH3:1][O:2][C:3](=[O:10])[CH2:4][C@H:5]1[CH2:8][C@H:7]([O:9][CH2:13][C:14]2[CH:19]=[CH:18][CH:17]=[CH:16][CH:15]=2)[CH2:6]1, predict the reactants needed to synthesize it. The reactants are: [CH3:1][O:2][C:3](=[O:10])[CH2:4][C@H:5]1[CH2:8][C@H:7]([OH:9])[CH2:6]1.[H-].[Na+].[CH2:13](Br)[C:14]1[CH:19]=[CH:18][CH:17]=[CH:16][CH:15]=1.